This data is from Catalyst prediction with 721,799 reactions and 888 catalyst types from USPTO. The task is: Predict which catalyst facilitates the given reaction. Reactant: [C:1]([C:3]1[CH:8]=[CH:7][C:6]([CH:9]2[N:14]([C:15](OC3C=CC([N+]([O-])=O)=CC=3)=[O:16])[C:13](=[O:27])[N:12]([C:28]3[CH:33]=[CH:32][CH:31]=[C:30]([C:34]([F:37])([F:36])[F:35])[CH:29]=3)[C:11]3[CH2:38][CH2:39][C:40](=[O:41])[C:10]2=3)=[CH:5][CH:4]=1)#[N:2].[NH2:42][CH2:43][C:44]([CH3:47])([OH:46])[CH3:45]. Product: [C:1]([C:3]1[CH:8]=[CH:7][C:6]([CH:9]2[N:14]([C:15]([NH:42][CH2:43][C:44]([OH:46])([CH3:47])[CH3:45])=[O:16])[C:13](=[O:27])[N:12]([C:28]3[CH:33]=[CH:32][CH:31]=[C:30]([C:34]([F:36])([F:35])[F:37])[CH:29]=3)[C:11]3[CH2:38][CH2:39][C:40](=[O:41])[C:10]2=3)=[CH:5][CH:4]=1)#[N:2]. The catalyst class is: 10.